This data is from Reaction yield outcomes from USPTO patents with 853,638 reactions. The task is: Predict the reaction yield, written as a fraction of the theoretical maximum amount of product (1.0 means a 100% yield; for example, 0.34 means a 34% yield). (1) The reactants are O[CH:2]([C:20]1[C:28]2[C:27](=[O:29])[CH2:26][C:25]([CH3:31])([CH3:30])[CH2:24][C:23]=2[NH:22][C:21]=1[CH3:32])[C:3]1[CH:8]=[CH:7][CH:6]=[CH:5][C:4]=1[S:9]([N:12]([CH3:19])[C:13]1[CH:18]=[CH:17][CH:16]=[CH:15][CH:14]=1)(=[O:11])=[O:10].FC(F)(F)S(O[Si](C)(C)C)(=O)=O.C([SiH](CC)CC)C.CO. The catalyst is ClCCl. The product is [CH3:19][N:12]([C:13]1[CH:14]=[CH:15][CH:16]=[CH:17][CH:18]=1)[S:9]([C:4]1[CH:5]=[CH:6][CH:7]=[CH:8][C:3]=1[CH2:2][C:20]1[C:28]2[C:27](=[O:29])[CH2:26][C:25]([CH3:30])([CH3:31])[CH2:24][C:23]=2[NH:22][C:21]=1[CH3:32])(=[O:11])=[O:10]. The yield is 0.280. (2) The reactants are [F:1][C:2]1[C:3]([NH2:15])=[N:4][C:5]([O:8][CH2:9][C:10]2[S:11][CH:12]=[CH:13][CH:14]=2)=[N:6][CH:7]=1.[C:16](Cl)(=[O:18])[CH3:17].CN1CCOCC1. The catalyst is C(Cl)Cl. The product is [F:1][C:2]1[C:3]([NH:15][C:16](=[O:18])[CH3:17])=[N:4][C:5]([O:8][CH2:9][C:10]2[S:11][CH:12]=[CH:13][CH:14]=2)=[N:6][CH:7]=1. The yield is 0.750. (3) The reactants are [H-].[Na+].[CH2:3]([O:6][C:7]1[CH:17]=[CH:16][C:10]([C:11]([O:13][CH2:14][CH3:15])=[O:12])=[CH:9][C:8]=1[CH:18]=O)[CH:4]=[CH2:5].[CH2:20]1COCC1. The yield is 0.790. The catalyst is [Br-].C[P+](C1C=CC=CC=1)(C1C=CC=CC=1)C1C=CC=CC=1.CCOC(C)=O. The product is [CH2:3]([O:6][C:7]1[CH:17]=[CH:16][C:10]([C:11]([O:13][CH2:14][CH3:15])=[O:12])=[CH:9][C:8]=1[CH:18]=[CH2:20])[CH:4]=[CH2:5]. (4) The product is [OH:19][C:16]1[CH:17]=[CH:18][C:12]2[C:11]([O:21][C:22]3[CH:23]=[CH:24][C:25](/[CH:28]=[CH:29]/[C:30]([O:32][CH3:33])=[O:31])=[CH:26][CH:27]=3)=[C:10]([C:5]3[CH:6]=[CH:7][CH:8]=[CH:9][C:4]=3[CH:1]([CH3:2])[CH3:3])[S:14][C:13]=2[CH:15]=1. The reactants are [CH:1]([C:4]1[CH:9]=[CH:8][CH:7]=[CH:6][C:5]=1[C:10]1[S:14][C:13]2[CH:15]=[C:16]([O:19]C)[CH:17]=[CH:18][C:12]=2[C:11]=1[O:21][C:22]1[CH:27]=[CH:26][C:25](/[CH:28]=[CH:29]/[C:30]([O:32][CH3:33])=[O:31])=[CH:24][CH:23]=1)([CH3:3])[CH3:2].B(Br)(Br)Br. The yield is 0.890. The catalyst is C(Cl)Cl. (5) The reactants are ClC1C=C(C=CN=1)C(NC1C=CC(C)=C(C2C=CC(C(O)=O)=CC=2)C=1)=O.[CH3:27][C:28]1[CH:33]=[CH:32][C:31]([NH:34][C:35](=[O:47])[C:36]2[CH:41]=[CH:40][N:39]=[C:38]([N:42]3[CH2:46][CH2:45][CH2:44][CH2:43]3)[CH:37]=2)=[CH:30][C:29]=1[C:48]1[CH:53]=[CH:52][C:51]([C:54]([OH:56])=[O:55])=[CH:50][CH:49]=1.N1CCCC1. No catalyst specified. The product is [CH3:27][C:28]1[CH:33]=[CH:32][C:31]([NH:34][C:35](=[O:47])[C:36]2[CH:41]=[CH:40][N:39]=[C:38]([N:42]3[CH2:46][CH2:45][CH2:44][CH2:43]3)[CH:37]=2)=[CH:30][C:29]=1[C:48]1[CH:49]=[CH:50][C:51]([C:54]([OH:56])=[O:55])=[CH:52][CH:53]=1. The yield is 0.830. (6) The product is [F:20][C:21]1[CH:29]=[CH:28][C:24]([C:25]([NH:2][CH:3]([C:4]([O:6][CH2:7][CH3:8])=[O:5])[C:9]([O:11][CH2:12][CH3:13])=[O:10])=[O:26])=[CH:23][CH:22]=1. The reactants are Cl.[NH2:2][CH:3]([C:9]([O:11][CH2:12][CH3:13])=[O:10])[C:4]([O:6][CH2:7][CH3:8])=[O:5].N1C=CC=CC=1.[F:20][C:21]1[CH:29]=[CH:28][C:24]([C:25](Cl)=[O:26])=[CH:23][CH:22]=1. The catalyst is CN(C)C=O. The yield is 0.700.